From a dataset of Peptide-MHC class I binding affinity with 185,985 pairs from IEDB/IMGT. Regression. Given a peptide amino acid sequence and an MHC pseudo amino acid sequence, predict their binding affinity value. This is MHC class I binding data. The peptide sequence is WEAWWTEYW. The MHC is HLA-B35:03 with pseudo-sequence HLA-B35:03. The binding affinity (normalized) is 0.0402.